This data is from Reaction yield outcomes from USPTO patents with 853,638 reactions. The task is: Predict the reaction yield, written as a fraction of the theoretical maximum amount of product (1.0 means a 100% yield; for example, 0.34 means a 34% yield). (1) The reactants are [Br:1][C:2]1[C:3](F)=[C:4]2[C:10]([NH:11][C:12](=[O:16])[CH2:13][O:14][CH3:15])=[CH:9][NH:8][C:5]2=[N:6][CH:7]=1.[NH:18]1[CH2:23][CH2:22][CH2:21][C@@H:20]([NH:24][C:25](=[O:31])[O:26][C:27]([CH3:30])([CH3:29])[CH3:28])[CH2:19]1. The catalyst is CCCCO. The product is [Br:1][C:2]1[C:3]([N:18]2[CH2:23][CH2:22][CH2:21][C@@H:20]([NH:24][C:25](=[O:31])[O:26][C:27]([CH3:29])([CH3:28])[CH3:30])[CH2:19]2)=[C:4]2[C:10]([NH:11][C:12](=[O:16])[CH2:13][O:14][CH3:15])=[CH:9][NH:8][C:5]2=[N:6][CH:7]=1. The yield is 0.320. (2) The reactants are C(N(CC)CC)C.Cl.[CH2:9]([O:16][NH2:17])[C:10]1[CH:15]=[CH:14][CH:13]=[CH:12][CH:11]=1.[Br:18][CH2:19][CH2:20][CH2:21][CH2:22][CH2:23][CH2:24][C:25](O)=[O:26].O=C1N(P(Cl)(N2CCOC2=O)=O)CCO1. The catalyst is ClCCl. The product is [CH2:9]([O:16][NH:17][C:25](=[O:26])[CH2:24][CH2:23][CH2:22][CH2:21][CH2:20][CH2:19][Br:18])[C:10]1[CH:15]=[CH:14][CH:13]=[CH:12][CH:11]=1. The yield is 0.300. (3) The reactants are [F:1][C:2]1[CH:7]=[C:6]([I:8])[CH:5]=[CH:4][C:3]=1[NH:9][C:10]1[N:11]([CH3:24])[C:12](=[O:23])[C:13]([CH3:22])=[C:14]([OH:21])[C:15]=1[C:16]([O:18][CH2:19][CH3:20])=[O:17].S(OC)(O[CH3:29])(=O)=O.C([O-])([O-])=O.[K+].[K+]. The catalyst is CC(C)=O. The product is [F:1][C:2]1[CH:7]=[C:6]([I:8])[CH:5]=[CH:4][C:3]=1[NH:9][C:10]1[N:11]([CH3:24])[C:12](=[O:23])[C:13]([CH3:22])=[C:14]([O:21][CH3:29])[C:15]=1[C:16]([O:18][CH2:19][CH3:20])=[O:17]. The yield is 0.360. (4) The reactants are [CH3:1][O:2][C:3]1[CH:4]=[C:5]([C:11]2[N:16]=[C:15](/[CH:17]=[CH:18]/[C:19]3[N:28]=[C:27]([N:29]([CH3:31])[CH3:30])[C:26]4[C:21](=[CH:22][CH:23]=[CH:24][CH:25]=4)[N:20]=3)[N:14]=[C:13]([N:32]3[CH2:36][CH2:35][CH:34]([OH:37])[CH2:33]3)[CH:12]=2)[CH:6]=[CH:7][C:8]=1[O:9][CH3:10].[H-].[Na+].Cl.[CH3:41][N:42]([CH3:46])[CH2:43][CH2:44]Cl. The catalyst is CN(C)C=O. The product is [CH3:1][O:2][C:3]1[CH:4]=[C:5]([C:11]2[CH:12]=[C:13]([N:32]3[CH2:36][CH2:35][CH:34]([O:37][CH2:44][CH2:43][N:42]([CH3:46])[CH3:41])[CH2:33]3)[N:14]=[C:15](/[CH:17]=[CH:18]/[C:19]3[N:28]=[C:27]([N:29]([CH3:31])[CH3:30])[C:26]4[C:21](=[CH:22][CH:23]=[CH:24][CH:25]=4)[N:20]=3)[N:16]=2)[CH:6]=[CH:7][C:8]=1[O:9][CH3:10]. The yield is 0.140. (5) The reactants are [CH3:1][O:2][CH2:3][C:4](=O)[CH2:5][C:6]([O:8]C)=O.C(O)(=O)C.[CH:15]([NH2:17])=[NH:16].C[O-].[Na+]. The catalyst is CO. The product is [CH3:1][O:2][CH2:3][C:4]1[N:17]=[CH:15][N:16]=[C:6]([OH:8])[CH:5]=1. The yield is 0.371.